Dataset: Full USPTO retrosynthesis dataset with 1.9M reactions from patents (1976-2016). Task: Predict the reactants needed to synthesize the given product. Given the product [CH2:3]([N:5]([CH2:1][C:10]1[C:9]([OH:26])=[C:8]([F:7])[CH:16]=[C:15]2[C:11]=1[CH:12]=[CH:13][N:14]2[S:17]([C:20]1[CH:25]=[CH:24][CH:23]=[CH:22][CH:21]=1)(=[O:19])=[O:18])[CH3:6])[CH3:4], predict the reactants needed to synthesize it. The reactants are: [CH2:1]=O.[CH2:3]([NH:5][CH3:6])[CH3:4].[F:7][C:8]1[CH:16]=[C:15]2[C:11]([CH:12]=[CH:13][N:14]2[S:17]([C:20]2[CH:25]=[CH:24][CH:23]=[CH:22][CH:21]=2)(=[O:19])=[O:18])=[CH:10][C:9]=1[OH:26].